From a dataset of Reaction yield outcomes from USPTO patents with 853,638 reactions. Predict the reaction yield, written as a fraction of the theoretical maximum amount of product (1.0 means a 100% yield; for example, 0.34 means a 34% yield). (1) The yield is 0.240. The catalyst is CO.C(O[Ti](OC(C)C)(OC(C)C)OC(C)C)(C)C. The reactants are [Cl:1][C:2]1[CH:3]=[C:4]([S:8]([N:11]2[CH:15]=[C:14]3[C:16](=O)[CH2:17][CH2:18][CH2:19][CH2:20][C:13]3=[C:12]2[C:22]2[CH:27]=[CH:26][CH:25]=[CH:24][C:23]=2[F:28])(=[O:10])=[O:9])[CH:5]=[CH:6][CH:7]=1.[CH3:29][NH2:30].O1CCCC1.[BH4-].[Na+]. The product is [Cl:1][C:2]1[CH:3]=[C:4]([S:8]([N:11]2[CH:15]=[C:14]3[CH:16]([NH:30][CH3:29])[CH2:17][CH2:18][CH2:19][CH2:20][C:13]3=[C:12]2[C:22]2[CH:27]=[CH:26][CH:25]=[CH:24][C:23]=2[F:28])(=[O:10])=[O:9])[CH:5]=[CH:6][CH:7]=1. (2) The reactants are F.F.F.C(N(CC)CC)C.[Si]([O:28][CH2:29][C@H:30]1[O:34][C@@H:33]([N:35]2[CH:42]=[C:41]([CH3:43])[C:39](=[O:40])[NH:38][C:36]2=[O:37])[C@H:32]([O:44][CH2:45][CH2:46][O:47][N:48]([CH3:50])[CH3:49])[C@@H:31]1[OH:51])(C(C)(C)C)(C1C=CC=CC=1)C1C=CC=CC=1.CO. The catalyst is C1COCC1.C(Cl)Cl. The product is [CH3:49][N:48]([CH3:50])[O:47][CH2:46][CH2:45][O:44][C@@H:32]1[C@H:31]([OH:51])[C@@H:30]([CH2:29][OH:28])[O:34][C@H:33]1[N:35]1[CH:42]=[C:41]([CH3:43])[C:39](=[O:40])[NH:38][C:36]1=[O:37]. The yield is 0.925. (3) The reactants are [CH3:1][S:2]([C:5]1[CH:6]=[CH:7][C:8]([N:14]2[CH2:19][CH2:18][O:17][CH2:16][CH2:15]2)=[C:9]([CH:13]=1)[C:10]([OH:12])=O)(=[O:4])=[O:3].[F:20][C:21]([F:35])([F:34])[C:22]1[CH:33]=[CH:32][C:25]([O:26][CH:27]2[CH2:31][CH2:30][NH:29][CH2:28]2)=[CH:24][CH:23]=1. No catalyst specified. The product is [CH3:1][S:2]([C:5]1[CH:6]=[CH:7][C:8]([N:14]2[CH2:19][CH2:18][O:17][CH2:16][CH2:15]2)=[C:9]([C:10]([N:29]2[CH2:30][CH2:31][CH:27]([O:26][C:25]3[CH:24]=[CH:23][C:22]([C:21]([F:20])([F:35])[F:34])=[CH:33][CH:32]=3)[CH2:28]2)=[O:12])[CH:13]=1)(=[O:3])=[O:4]. The yield is 0.200.